Dataset: Catalyst prediction with 721,799 reactions and 888 catalyst types from USPTO. Task: Predict which catalyst facilitates the given reaction. (1) Reactant: [F:1][C:2]1[CH:7]=[CH:6][C:5]([F:8])=[CH:4][C:3]=1[N:9]1[CH:13]=[C:12]([C:14]2[N:15]=[C:16]3[C:22]([C:23]([OH:25])=O)=[CH:21][N:20]([CH2:26][O:27][CH2:28][CH2:29][Si:30]([CH3:33])([CH3:32])[CH3:31])[C:17]3=[N:18][CH:19]=2)[N:11]=[CH:10]1.[NH2:34][C@H:35]([CH:44]1[CH2:46][CH2:45]1)[C:36]([N:38]1[CH2:41][CH:40]([C:42]#[N:43])[CH2:39]1)=[O:37].C(Cl)CCl. Product: [C:42]([CH:40]1[CH2:41][N:38]([C:36](=[O:37])[C@H:35]([NH:34][C:23]([C:22]2[C:16]3[C:17](=[N:18][CH:19]=[C:14]([C:12]4[N:11]=[CH:10][N:9]([C:3]5[CH:4]=[C:5]([F:8])[CH:6]=[CH:7][C:2]=5[F:1])[CH:13]=4)[N:15]=3)[N:20]([CH2:26][O:27][CH2:28][CH2:29][Si:30]([CH3:31])([CH3:33])[CH3:32])[CH:21]=2)=[O:25])[CH:44]2[CH2:45][CH2:46]2)[CH2:39]1)#[N:43]. The catalyst class is: 166. (2) Reactant: Cl.[O:2]([NH2:4])[CH3:3].[CH2:5]([C:8]1[N:9]([CH2:21][CH2:22][CH2:23][CH:24]=O)[C:10]2[C:19]3[CH:18]=[CH:17][CH:16]=[CH:15][C:14]=3[N:13]=[CH:12][C:11]=2[N:20]=1)[CH2:6][CH3:7].[OH-].[Na+]. Product: [CH3:3][O:2][N:4]=[CH:24][CH2:23][CH2:22][CH2:21][N:9]1[C:10]2[C:19]3[CH:18]=[CH:17][CH:16]=[CH:15][C:14]=3[N:13]=[CH:12][C:11]=2[N:20]=[C:8]1[CH2:5][CH2:6][CH3:7]. The catalyst class is: 40. (3) Reactant: C(O)(=O)C.[F:5][C:6]1[CH:11]=[CH:10][N:9]=[C:8]([O:12][CH2:13][C:14]2[CH:19]=[CH:18][C:17](/[CH:20]=[CH:21]/[N+:22]([O-:24])=[O:23])=[CH:16][CH:15]=2)[CH:7]=1.[BH4-].[Na+]. Product: [F:5][C:6]1[CH:11]=[CH:10][N:9]=[C:8]([O:12][CH2:13][C:14]2[CH:15]=[CH:16][C:17]([CH2:20][CH2:21][N+:22]([O-:24])=[O:23])=[CH:18][CH:19]=2)[CH:7]=1. The catalyst class is: 16. (4) Reactant: [CH3:1][C:2]1([CH3:13])[C:11]2[C:6](=[CH:7][CH:8]=[CH:9][CH:10]=2)[NH:5][C:4](=O)[CH2:3]1.[H-].[H-].[H-].[H-].[Li+].[Al+3].O.[OH-].[Na+]. Product: [CH3:1][C:2]1([CH3:13])[C:11]2[C:6](=[CH:7][CH:8]=[CH:9][CH:10]=2)[NH:5][CH2:4][CH2:3]1. The catalyst class is: 1. (5) Reactant: C([Li])CCC.CCCCCC.[CH:12]([NH:15]C(C)C)(C)[CH3:13].[O:19]1[C:23]2([CH2:28][CH2:27][CH:26]([C:29]([O:31][CH2:32][CH3:33])=[O:30])[CH2:25][CH2:24]2)[O:22][CH2:21][CH2:20]1.BrCC#N.CN1CCCN(C)C1=O.Cl. Product: [CH2:32]([O:31][C:29]([C:26]1([CH2:13][C:12]#[N:15])[CH2:27][CH2:28][C:23]2([O:22][CH2:21][CH2:20][O:19]2)[CH2:24][CH2:25]1)=[O:30])[CH3:33]. The catalyst class is: 7. (6) Product: [NH2:1][C:2]1[C:7]2=[C:8]([C:14]3[CH:19]=[CH:18][C:17]([NH:20][C:21]([NH:23][C:24]4[CH:29]=[C:28]([C:30]([F:31])([F:32])[F:33])[CH:27]=[CH:26][C:25]=4[F:34])=[O:22])=[CH:16][CH:15]=3)[C:9]([CH2:11][O:12][CH3:13])=[C:10]([Br:35])[N:6]2[N:5]=[CH:4][N:3]=1. The catalyst class is: 10. Reactant: [NH2:1][C:2]1[C:7]2=[C:8]([C:14]3[CH:19]=[CH:18][C:17]([NH:20][C:21]([NH:23][C:24]4[CH:29]=[C:28]([C:30]([F:33])([F:32])[F:31])[CH:27]=[CH:26][C:25]=4[F:34])=[O:22])=[CH:16][CH:15]=3)[C:9]([CH2:11][O:12][CH3:13])=[CH:10][N:6]2[N:5]=[CH:4][N:3]=1.[Br:35]N1C(=O)CCC1=O. (7) Reactant: [Cl:1][C:2]1[CH:3]=[N:4][C:5]2[C:10]([CH:11]=1)=[CH:9][C:8]([CH2:12][C:13]1[CH:14]=[C:15]([CH:19]=[CH:20][N:21]=1)[C:16]([OH:18])=O)=[CH:7][CH:6]=2.[Cl:22][C:23]1[C:31]2C(=NC=C(NC)C=2)N[CH:24]=1.CN(C(ON1[N:50]=[N:49][C:44]2[CH:45]=[CH:46][CH:47]=[N:48][C:43]1=2)=[N+](C)C)C.F[P-](F)(F)(F)(F)F.CCN(CC)CC. Product: [Cl:22][C:23]1[CH:24]=[C:45]2[C:46](=[CH:47][CH:31]=1)[NH:50][N:49]=[C:44]2[CH2:43][NH:48][C:16](=[O:18])[C:15]1[CH:19]=[CH:20][N:21]=[C:13]([CH2:12][C:8]2[CH:9]=[C:10]3[C:5](=[CH:6][CH:7]=2)[N:4]=[CH:3][C:2]([Cl:1])=[CH:11]3)[CH:14]=1. The catalyst class is: 3.